From a dataset of Reaction yield outcomes from USPTO patents with 853,638 reactions. Predict the reaction yield, written as a fraction of the theoretical maximum amount of product (1.0 means a 100% yield; for example, 0.34 means a 34% yield). (1) The reactants are [CH3:1][C:2]1[C:12]([N+:13]([O-:15])=[O:14])=[CH:11][C:10]([N+:16]([O-:18])=[O:17])=[CH:9][C:3]=1[C:4]([O:6][CH2:7][CH3:8])=[O:5].C[C:20]([N:22]([CH3:24])[CH3:23])=O. The catalyst is CN(C=O)C. The product is [CH3:20][N:22]([CH3:24])/[CH:23]=[CH:1]/[C:2]1[C:12]([N+:13]([O-:15])=[O:14])=[CH:11][C:10]([N+:16]([O-:18])=[O:17])=[CH:9][C:3]=1[C:4]([O:6][CH2:7][CH3:8])=[O:5]. The yield is 0.480. (2) The reactants are [CH3:1][O:2][C:3]([C:5]1[CH:10]=[CH:9][C:8](=[O:11])[NH:7][CH:6]=1)=[O:4].[C:12]1(B(O)O)[CH:17]=[CH:16][CH:15]=[CH:14][CH:13]=1.N1C=CC=CC=1. The catalyst is ClCCl.O.C([O-])(=O)C.[Cu+2].C([O-])(=O)C. The product is [CH3:1][O:2][C:3]([C:5]1[CH:10]=[CH:9][C:8](=[O:11])[N:7]([C:12]2[CH:17]=[CH:16][CH:15]=[CH:14][CH:13]=2)[CH:6]=1)=[O:4]. The yield is 0.560. (3) The reactants are [O:1]=[C:2]1[C:7]([CH2:8][C:9]2[CH:14]=[CH:13][C:12]([C:15]3[C:16]([C:21]#[N:22])=[CH:17][CH:18]=[CH:19][CH:20]=3)=[CH:11][CH:10]=2)=[C:6]([CH2:23][CH2:24][CH3:25])[N:5]2[N:26]=[CH:27][N:28]=[C:4]2[N:3]1[CH:29]1[CH2:34][CH2:33][CH:32]([O:35][CH2:36][CH:37]=C)[CH2:31][CH2:30]1.I([O-])(=O)(=O)=[O:40].[Na+].CC(C)=O.C(#N)C. The catalyst is C(OCC)(=O)C.O.[Os]=O. The product is [OH:40][CH2:37][CH2:36][O:35][C@H:32]1[CH2:33][CH2:34][C@H:29]([N:3]2[C:2](=[O:1])[C:7]([CH2:8][C:9]3[CH:14]=[CH:13][C:12]([C:15]4[C:16]([C:21]#[N:22])=[CH:17][CH:18]=[CH:19][CH:20]=4)=[CH:11][CH:10]=3)=[C:6]([CH2:23][CH2:24][CH3:25])[N:5]3[N:26]=[CH:27][N:28]=[C:4]23)[CH2:30][CH2:31]1. The yield is 0.200. (4) The reactants are [N:1]1[CH:6]=[CH:5][CH:4]=[C:3]([NH:7][C:8](=[O:15])OCC(Cl)(Cl)Cl)[N:2]=1.[F:16][C:17]1[CH:18]=[C:19]([C:23]2[N:24]=[C:25]([CH:28]3[CH2:33][CH2:32][NH:31][CH2:30][CH2:29]3)[S:26][CH:27]=2)[CH:20]=[CH:21][CH:22]=1.C(N(C(C)C)CC)(C)C.O. The catalyst is CS(C)=O. The product is [F:16][C:17]1[CH:18]=[C:19]([C:23]2[N:24]=[C:25]([CH:28]3[CH2:33][CH2:32][N:31]([C:8]([NH:7][C:3]4[N:2]=[N:1][CH:6]=[CH:5][CH:4]=4)=[O:15])[CH2:30][CH2:29]3)[S:26][CH:27]=2)[CH:20]=[CH:21][CH:22]=1. The yield is 0.437. (5) The product is [CH:1]([NH:4][C:5]([C:7]1[C:15]2[C:10](=[N:11][CH:12]=[C:13]([O:41][C:37]3[CH:36]=[C:35]4[C:40](=[CH:39][CH:38]=3)[NH:32][CH:33]=[CH:34]4)[N:14]=2)[N:9]([CH2:17][O:18][CH2:19][CH2:20][Si:21]([CH3:24])([CH3:23])[CH3:22])[CH:8]=1)=[O:6])([CH3:3])[CH3:2]. The catalyst is CN(C=O)C. The yield is 0.360. The reactants are [CH:1]([NH:4][C:5]([C:7]1[C:15]2[C:10](=[N:11][CH:12]=[C:13](Br)[N:14]=2)[N:9]([CH2:17][O:18][CH2:19][CH2:20][Si:21]([CH3:24])([CH3:23])[CH3:22])[CH:8]=1)=[O:6])([CH3:3])[CH3:2].C(OC([N:32]1[C:40]2[C:35](=[CH:36][C:37]([OH:41])=[CH:38][CH:39]=2)[CH:34]=[CH:33]1)=O)(C)(C)C.C([O-])([O-])=O.[Cs+].[Cs+]. (6) The reactants are [CH3:1][C:2]1[CH:11]=[C:10]([CH3:12])[C:9]([C:13]2[NH:14][C:15]([C@@H:18]3[CH2:22][CH2:21][CH2:20][O:19]3)=[CH:16][N:17]=2)=[CH:8][C:3]=1[C:4]([O:6]C)=O.CN(C(ON1N=NC2C=CC=CC1=2)=[N+](C)C)C.F[P-](F)(F)(F)(F)F.Cl.[NH:48]1[CH2:53][CH2:52][CH:51]([C:54]2[CH:61]=[CH:60][C:57]([C:58]#[N:59])=[CH:56][CH:55]=2)[CH2:50][CH2:49]1.CCN(C(C)C)C(C)C. The catalyst is CN(C)C=O. The product is [CH3:1][C:2]1[CH:11]=[C:10]([CH3:12])[C:9]([C:13]2[NH:14][C:15]([C@@H:18]3[CH2:22][CH2:21][CH2:20][O:19]3)=[CH:16][N:17]=2)=[CH:8][C:3]=1[C:4]([N:48]1[CH2:53][CH2:52][CH:51]([C:54]2[CH:61]=[CH:60][C:57]([C:58]#[N:59])=[CH:56][CH:55]=2)[CH2:50][CH2:49]1)=[O:6]. The yield is 0.150. (7) The reactants are P(Cl)(Cl)(Cl)=O.[Cl:6][C:7]1[CH:8]=[C:9]2[C:13](=[CH:14][CH:15]=1)[N:12]([CH3:16])[CH:11]=[CH:10]2.[C:17](=O)(O)[O-:18].[Na+]. The catalyst is CN(C=O)C. The product is [Cl:6][C:7]1[CH:8]=[C:9]2[C:13](=[CH:14][CH:15]=1)[N:12]([CH3:16])[CH:11]=[C:10]2[CH:17]=[O:18]. The yield is 0.800. (8) The reactants are [CH3:1][C:2]([S@@:5]([NH2:7])=[O:6])([CH3:4])[CH3:3].[O:8]1[C:12]2([CH2:17][CH2:16][CH2:15][CH2:14][CH2:13]2)[O:11][CH2:10][C@@H:9]1[CH:18]=O. The catalyst is [O-]S([O-])(=O)=O.[Cu+2].C(Cl)Cl. The product is [O:8]1[C:12]2([CH2:17][CH2:16][CH2:15][CH2:14][CH2:13]2)[O:11][CH2:10][C@@H:9]1/[CH:18]=[N:7]\[S@:5]([C:2]([CH3:4])([CH3:3])[CH3:1])=[O:6]. The yield is 0.490. (9) The reactants are [O:1]=[C:2]1[CH2:7][CH2:6][O:5][CH:4]([C:8](O)=[O:9])[CH2:3]1.CS(C)=O.B. The catalyst is C1COCC1. The product is [OH:9][CH2:8][CH:4]1[CH2:3][CH:2]([OH:1])[CH2:7][CH2:6][O:5]1. The yield is 0.740. (10) The reactants are [NH2:1][C:2]1[CH:7]=[CH:6][CH:5]=[CH:4][C:3]=1[SH:8].[Br:9][C:10]1[CH:11]=[C:12]([CH:15]=[CH:16][CH:17]=1)[CH:13]=O.C[Si](Cl)(C)C.O. The catalyst is CN(C=O)C. The product is [Br:9][C:10]1[CH:11]=[C:12]([C:13]2[S:8][C:3]3[CH:4]=[CH:5][CH:6]=[CH:7][C:2]=3[N:1]=2)[CH:15]=[CH:16][CH:17]=1. The yield is 0.350.